From a dataset of Forward reaction prediction with 1.9M reactions from USPTO patents (1976-2016). Predict the product of the given reaction. (1) Given the reactants [Cl:1][CH2:2][C:3]([N:5]1[C@@H:13]([C:14]#[C:15][Si](C)(C)C)[CH2:12][CH2:11][C@H:6]1[C:7]([O:9]C)=[O:8])=[O:4].O[Li].O, predict the reaction product. The product is: [Cl:1][CH2:2][C:3]([N:5]1[C@@H:13]([C:14]#[CH:15])[CH2:12][CH2:11][C@H:6]1[C:7]([OH:9])=[O:8])=[O:4]. (2) Given the reactants C(OC([N:8]1[CH2:31][CH2:30][CH2:29][C@H:9]1[C:10]([NH:12][CH2:13][C:14]1[CH:19]=[C:18]([C:20]([F:23])([F:22])[F:21])[CH:17]=[CH:16][C:15]=1[N:24]1[CH:28]=[N:27][N:26]=[N:25]1)=[O:11])=O)(C)(C)C.[ClH:32], predict the reaction product. The product is: [Cl:32][C:18]1[CH:17]=[CH:16][C:15]([N:24]2[CH:28]=[N:27][N:26]=[N:25]2)=[C:14]([CH:19]=1)[CH2:13][NH:12][C:10](=[O:11])[C@@H:9]1[CH2:29][CH2:30][CH2:31][NH:8]1.[N:24]1([C:15]2[CH:16]=[CH:17][C:18]([C:20]([F:23])([F:21])[F:22])=[CH:19][C:14]=2[CH2:13][NH:12][C:10](=[O:11])[C@@H:9]2[CH2:29][CH2:30][CH2:31][NH:8]2)[CH:28]=[N:27][N:26]=[N:25]1. (3) Given the reactants [CH3:1][O:2][C:3]([C:5]1[N:6]=[C:7](I)[C:8]2[C:13]([C:14]=1[OH:15])=[CH:12][CH:11]=[C:10]([O:16][C:17]1[CH:22]=[CH:21][CH:20]=[CH:19][C:18]=1[CH2:23][CH3:24])[CH:9]=2)=[O:4].[Cu](C#N)[C:27]#[N:28].ClCCl, predict the reaction product. The product is: [CH3:1][O:2][C:3]([C:5]1[N:6]=[C:7]([C:27]#[N:28])[C:8]2[C:13]([C:14]=1[OH:15])=[CH:12][CH:11]=[C:10]([O:16][C:17]1[CH:22]=[CH:21][CH:20]=[CH:19][C:18]=1[CH2:23][CH3:24])[CH:9]=2)=[O:4].